This data is from Forward reaction prediction with 1.9M reactions from USPTO patents (1976-2016). The task is: Predict the product of the given reaction. (1) Given the reactants [Cl:1][C:2]1[CH:10]=[CH:9][C:8]([C:11]2[N:12]([C:22]([O:24][C:25]([CH3:28])([CH3:27])[CH3:26])=[O:23])[C:13]3[C:18]([CH:19]=2)=[CH:17][C:16]([CH:20]=O)=[CH:15][CH:14]=3)=[C:7]2[C:3]=1[CH2:4][NH:5][C:6]2=[O:29].[NH2:30][CH2:31][CH2:32][C:33]1[CH:38]=[CH:37][CH:36]=[CH:35][N:34]=1.C(O[BH-](OC(=O)C)OC(=O)C)(=O)C.[Na+], predict the reaction product. The product is: [Cl:1][C:2]1[CH:10]=[CH:9][C:8]([C:11]2[N:12]([C:22]([O:24][C:25]([CH3:26])([CH3:28])[CH3:27])=[O:23])[C:13]3[C:18]([CH:19]=2)=[CH:17][C:16]([CH2:20][NH:30][CH2:31][CH2:32][C:33]2[CH:38]=[CH:37][CH:36]=[CH:35][N:34]=2)=[CH:15][CH:14]=3)=[C:7]2[C:3]=1[CH2:4][NH:5][C:6]2=[O:29]. (2) Given the reactants C([N:8]1[CH:12]=[C:11]([C:13]2S[C:15]([C:19](O)=O)=[C:16](C)[N:17]=2)N=N1)C1C=CC=CC=1.[F:22][C:23]1[CH:44]=[CH:43][C:26]([CH2:27][CH2:28][N:29]2[CH:33]=[C:32]([C:34]3[S:35][C:36]([C:40]([OH:42])=O)=[C:37]([CH3:39])[N:38]=3)[N:31]=[N:30]2)=[CH:25][CH:24]=1.N1C=CC=C(CN)C=1, predict the reaction product. The product is: [F:22][C:23]1[CH:24]=[CH:25][C:26]([CH2:27][CH2:28][N:29]2[CH:33]=[C:32]([C:34]3[S:35][C:36]([C:40]([NH:8][CH2:12][C:11]4[CH:13]=[N:17][CH:16]=[CH:15][CH:19]=4)=[O:42])=[C:37]([CH3:39])[N:38]=3)[N:31]=[N:30]2)=[CH:43][CH:44]=1.